This data is from Catalyst prediction with 721,799 reactions and 888 catalyst types from USPTO. The task is: Predict which catalyst facilitates the given reaction. (1) Reactant: Br[C:2]1[C:7]([Br:8])=[CH:6][C:5]([Br:9])=[CH:4][N:3]=1.[I-:10].[Na+].C(#N)CC.Cl[Si](C)(C)C. Product: [I:10][C:2]1[C:7]([Br:8])=[CH:6][C:5]([Br:9])=[CH:4][N:3]=1. The catalyst class is: 74. (2) Reactant: [NH2:1][C:2]1[CH:7]=[C:6]([C:8]([F:11])([F:10])[F:9])[CH:5]=[CH:4][C:3]=1[OH:12].O(CC)[C:14]([S-])=[S:15].[K+]. Product: [F:11][C:8]([F:9])([F:10])[C:6]1[CH:5]=[CH:4][C:3]2[O:12][C:14]([SH:15])=[N:1][C:2]=2[CH:7]=1. The catalyst class is: 8. (3) Reactant: [F:1][C:2]1[CH:3]=[C:4]([C:9]2[N:10]([CH3:15])[C:11](=[S:14])[NH:12][N:13]=2)[CH:5]=[CH:6][C:7]=1[F:8].Br[CH2:17][CH2:18][CH2:19][Cl:20].C(O)(=O)C. Product: [Cl:20][CH2:19][CH2:18][CH2:17][S:14][C:11]1[N:10]([CH3:15])[C:9]([C:4]2[CH:5]=[CH:6][C:7]([F:8])=[C:2]([F:1])[CH:3]=2)=[N:13][N:12]=1. The catalyst class is: 8. (4) Reactant: [F:1][C:2]([F:10])([F:9])[C:3]1([C:6](O)=[O:7])[CH2:5][CH2:4]1.Cl.Cl.[NH2:13][CH2:14][C:15]1[CH:16]=[CH:17][C:18]([Cl:29])=[C:19]([CH:28]=1)[C:20]([NH:22][C:23]1[NH:24][CH:25]=[CH:26][N:27]=1)=[O:21].CCN(C(C)C)C(C)C.C1C=CC2N(O)N=NC=2C=1.CCN=C=NCCCN(C)C. Product: [Cl:29][C:18]1[CH:17]=[CH:16][C:15]([CH2:14][NH:13][C:6]([C:3]2([C:2]([F:10])([F:9])[F:1])[CH2:5][CH2:4]2)=[O:7])=[CH:28][C:19]=1[C:20]([NH:22][C:23]1[NH:27][CH:26]=[CH:25][N:24]=1)=[O:21]. The catalyst class is: 1. (5) Reactant: [C:1]([O:4][CH2:5]/[C:6](/[C:17]1[CH:22]=[CH:21][C:20]([S:23]([CH3:26])(=[O:25])=[O:24])=[CH:19][CH:18]=1)=[C:7](/[C:11]1[CH:16]=[CH:15][CH:14]=[CH:13][CH:12]=1)\[C:8]([OH:10])=[O:9])(=[O:3])[CH3:2].[Br:27][CH2:28][CH2:29][CH2:30][CH2:31][CH2:32][CH2:33]Br.C([O-])([O-])=O.[K+].[K+].[Cl-].[NH4+]. Product: [C:1]([O:4][CH2:5]/[C:6](/[C:17]1[CH:22]=[CH:21][C:20]([S:23]([CH3:26])(=[O:25])=[O:24])=[CH:19][CH:18]=1)=[C:7](/[C:11]1[CH:16]=[CH:15][CH:14]=[CH:13][CH:12]=1)\[C:8]([O:10][CH2:33][CH2:32][CH2:31][CH2:30][CH2:29][CH2:28][Br:27])=[O:9])(=[O:3])[CH3:2]. The catalyst class is: 3.